Dataset: Full USPTO retrosynthesis dataset with 1.9M reactions from patents (1976-2016). Task: Predict the reactants needed to synthesize the given product. (1) Given the product [O:1]1[CH:5]=[CH:4][CH:3]=[C:2]1[CH2:6][NH:7][C:8]1[N:13]=[C:12]([NH:14][C:15]2[CH:20]=[CH:19][CH:18]=[C:17]([C:21]([F:24])([F:22])[F:23])[CH:16]=2)[N:11]=[C:10]([O:25][CH2:26][CH2:28][CH3:30])[N:9]=1, predict the reactants needed to synthesize it. The reactants are: [O:1]1[CH:5]=[CH:4][CH:3]=[C:2]1[CH2:6][NH:7][C:8]1[N:13]=[C:12]([NH:14][C:15]2[CH:20]=[CH:19][CH:18]=[C:17]([C:21]([F:24])([F:23])[F:22])[CH:16]=2)[N:11]=[C:10]([O:25][CH:26]([CH3:28])C)[N:9]=1.O1C=CC=[C:30]1CNC1N=C(NC2C=CC=C(C(F)(F)F)C=2)N=C(OCC(F)(F)F)N=1.Cl. (2) Given the product [CH3:10][C:8]1[S:9][C:5]2[CH:4]=[CH:3][C:2]([B:12]3[O:16][C:15]([CH3:18])([CH3:17])[C:14]([CH3:20])([CH3:19])[O:13]3)=[CH:11][C:6]=2[N:7]=1, predict the reactants needed to synthesize it. The reactants are: Br[C:2]1[CH:3]=[CH:4][C:5]2[S:9][C:8]([CH3:10])=[N:7][C:6]=2[CH:11]=1.[B:12]1([B:12]2[O:16][C:15]([CH3:18])([CH3:17])[C:14]([CH3:20])([CH3:19])[O:13]2)[O:16][C:15]([CH3:18])([CH3:17])[C:14]([CH3:20])([CH3:19])[O:13]1.C([O-])(=O)C.[K+]. (3) Given the product [CH2:12]([N:9]1[CH2:10][CH2:11][C:6]2([C:4](=[O:5])[N:31]([C:30]3[CH:32]=[CH:33][C:27]([O:26][C:25]([F:24])([F:34])[F:35])=[CH:28][CH:29]=3)[CH2:21][CH2:20]2)[CH:7]([OH:19])[CH2:8]1)[C:13]1[CH:14]=[CH:15][CH:16]=[CH:17][CH:18]=1, predict the reactants needed to synthesize it. The reactants are: C(O[C:4]([C:6]1([CH2:20][CH2:21]OC)[CH2:11][CH2:10][N:9]([CH2:12][C:13]2[CH:18]=[CH:17][CH:16]=[CH:15][CH:14]=2)[CH2:8][CH:7]1[OH:19])=[O:5])C.[F:24][C:25]([F:35])([F:34])[O:26][C:27]1[CH:33]=[CH:32][C:30]([NH2:31])=[CH:29][CH:28]=1.[Cl-].C[Al+]C. (4) Given the product [CH2:19]([O:18][C:16]([N:12]1[CH2:13][CH2:14][CH:9]([CH:7]([OH:8])[C:1]2[CH:2]=[CH:3][CH:4]=[CH:5][CH:6]=2)[CH2:10][CH2:11]1)=[O:17])[C:20]1[CH:25]=[CH:24][CH:23]=[CH:22][CH:21]=1, predict the reactants needed to synthesize it. The reactants are: [C:1]1([CH:7]([CH:9]2[CH2:14][CH2:13][NH:12][CH2:11][CH2:10]2)[OH:8])[CH:6]=[CH:5][CH:4]=[CH:3][CH:2]=1.Cl[C:16]([O:18][CH2:19][C:20]1[CH:25]=[CH:24][CH:23]=[CH:22][CH:21]=1)=[O:17]. (5) Given the product [Br:30][CH2:17][CH2:16][CH2:15][C:11]1[CH:10]=[C:9]([NH:8][C:5]2[N:4]=[C:3]([NH:19][CH2:20][C:21]3[CH:22]=[C:23]([OH:27])[CH:24]=[CH:25][CH:26]=3)[C:2]([Cl:1])=[CH:7][N:6]=2)[CH:14]=[CH:13][CH:12]=1, predict the reactants needed to synthesize it. The reactants are: [Cl:1][C:2]1[C:3]([NH:19][CH2:20][C:21]2[CH:26]=[CH:25][CH:24]=[C:23]([O:27]C)[CH:22]=2)=[N:4][C:5]([NH:8][C:9]2[CH:10]=[C:11]([CH2:15][CH2:16][CH2:17]O)[CH:12]=[CH:13][CH:14]=2)=[N:6][CH:7]=1.B(Br)(Br)[Br:30].C([O-])(O)=O.[Na+]. (6) The reactants are: [NH:1]1[C:5]2=[N:6][CH:7]=[CH:8][CH:9]=[C:4]2[CH:3]=[CH:2]1.[Cl:10][C:11]1[N:15]([C:16]2[CH:21]=[CH:20][CH:19]=[CH:18][CH:17]=2)[N:14]=[C:13]([CH3:22])[C:12]=1[CH:23]=[O:24].[OH-].[K+].[CH3:27]O. Given the product [Cl:10][C:11]1[N:15]([C:16]2[CH:21]=[CH:20][CH:19]=[CH:18][CH:17]=2)[N:14]=[C:13]([CH3:22])[C:12]=1[CH:23]([O:24][CH3:27])[C:3]1[C:4]2[C:5](=[N:6][CH:7]=[CH:8][CH:9]=2)[NH:1][CH:2]=1, predict the reactants needed to synthesize it. (7) Given the product [NH2:14][C:11]1[CH:10]=[CH:9][CH:8]=[C:7]2[C:12]=1[CH2:13][C:4](=[O:3])[CH2:5][CH2:6]2, predict the reactants needed to synthesize it. The reactants are: C([O:3][C:4]1[CH2:13][C:12]2[C:11]([NH2:14])=[CH:10][CH:9]=[CH:8][C:7]=2[CH2:6][CH:5]=1)C.Cl.[Na]. (8) Given the product [CH3:1][N:2]1[CH2:7][CH2:6][N:5]([C:32]([C:35]2[CH:36]=[CH:37][C:38]([B:41]([OH:43])[OH:42])=[CH:39][CH:40]=2)=[O:33])[CH2:4][CH2:3]1, predict the reactants needed to synthesize it. The reactants are: [CH3:1][N:2]1[CH2:7][CH2:6][NH:5][CH2:4][CH2:3]1.C1CN([P+](Br)(N2CCCC2)N2CCCC2)CC1.F[P-](F)(F)(F)(F)F.[C:32]([C:35]1[CH:40]=[CH:39][C:38]([B:41]([OH:43])[OH:42])=[CH:37][CH:36]=1)(O)=[O:33].CCN(C(C)C)C(C)C.